Predict the product of the given reaction. From a dataset of Forward reaction prediction with 1.9M reactions from USPTO patents (1976-2016). Given the reactants Cl[C:2]1[CH:3]=[C:4]([C:9]([F:12])([F:11])[F:10])[CH:5]=[C:6]([Cl:8])[CH:7]=1.[CH:13]1(B(O)O)[CH2:15][CH2:14]1.[O-]P([O-])([O-])=O.[K+].[K+].[K+].C1(P(C2CCCCC2)C2CCCCC2)CCCCC1, predict the reaction product. The product is: [Cl:8][C:6]1[CH:5]=[C:4]([C:9]([F:12])([F:11])[F:10])[CH:3]=[C:2]([CH:13]2[CH2:15][CH2:14]2)[CH:7]=1.